Predict the reaction yield, written as a fraction of the theoretical maximum amount of product (1.0 means a 100% yield; for example, 0.34 means a 34% yield). From a dataset of Reaction yield outcomes from USPTO patents with 853,638 reactions. (1) The reactants are [CH3:1][O:2][C:3]1[CH:4]=[C:5]2[C:10](=[CH:11][C:12]=1[O:13][CH3:14])[N:9]=[CH:8][CH:7]=[C:6]2[O:15][C:16]1[CH:22]=[CH:21][C:19]([NH2:20])=[CH:18][CH:17]=1.Cl[C:24](Cl)([O:26][C:27](=[O:33])OC(Cl)(Cl)Cl)Cl.C[C:36]1[CH:41]=[CH:40][CH:39]=[C:38]([CH3:42])[C:37]=1O.C(=O)(O)[O-].[Na+]. The catalyst is C(Cl)Cl.C(N(CC)CC)C.C1(C)C=CC=CC=1. The product is [CH3:1][O:2][C:3]1[CH:4]=[C:5]2[C:10](=[CH:11][C:12]=1[O:13][CH3:14])[N:9]=[CH:8][CH:7]=[C:6]2[O:15][C:16]1[CH:22]=[CH:21][C:19]([NH:20][C:27](=[O:33])[O:26][C:24]2[C:40]([CH3:39])=[CH:41][CH:36]=[CH:37][C:38]=2[CH3:42])=[CH:18][CH:17]=1. The yield is 1.00. (2) The reactants are Br[C:2]1[CH:3]=[C:4]2[C:9](=[CH:10][CH:11]=1)[N:8]=[CH:7][C:6]([C:12](=[O:16])[CH:13]([CH3:15])[CH3:14])=[C:5]2[NH:17][C@H:18]1[CH2:23][CH2:22][C@H:21]([NH:24][C:25](=[O:31])[O:26][C:27]([CH3:30])([CH3:29])[CH3:28])[CH2:20][CH2:19]1.CC1(C)C(C)(C)OB([C:40]2[CH:41]=[N:42][NH:43][CH:44]=2)O1. No catalyst specified. The product is [CH:13]1([C:12]([C:6]2[CH:7]=[N:8][C:9]3[C:4]([C:5]=2[NH:17][C@H:18]2[CH2:23][CH2:22][C@H:21]([NH:24][C:25](=[O:31])[O:26][C:27]([CH3:29])([CH3:30])[CH3:28])[CH2:20][CH2:19]2)=[CH:3][C:2]([C:40]2[CH:41]=[N:42][NH:43][CH:44]=2)=[CH:11][CH:10]=3)=[O:16])[CH2:15][CH2:14]1. The yield is 0.360. (3) The reactants are [NH2:1][C:2]1[C:7]([NH2:8])=[C:6]([C:9]2[CH:14]=[CH:13][C:12]([CH2:15][NH:16][C:17](=[O:23])[O:18][C:19]([CH3:22])([CH3:21])[CH3:20])=[C:11]([F:24])[CH:10]=2)[CH:5]=[CH:4][N:3]=1.[N+:25]([C:28]1[CH:35]=[CH:34][CH:33]=[CH:32][C:29]=1[CH:30]=O)([O-:27])=[O:26]. The yield is 0.330. No catalyst specified. The product is [F:24][C:11]1[CH:10]=[C:9]([C:6]2[CH:5]=[CH:4][N:3]=[C:2]3[NH:1][C:30]([C:29]4[CH:32]=[CH:33][CH:34]=[CH:35][C:28]=4[N+:25]([O-:27])=[O:26])=[N:8][C:7]=23)[CH:14]=[CH:13][C:12]=1[CH2:15][NH:16][C:17](=[O:23])[O:18][C:19]([CH3:20])([CH3:21])[CH3:22]. (4) The reactants are [I:1][C:2]1[C:6]([C:7]([O:9]CC)=[O:8])=[CH:5][N:4]([CH2:12][O:13][CH2:14][CH2:15][Si:16]([CH3:19])([CH3:18])[CH3:17])[N:3]=1.[OH-].[Na+]. The catalyst is O1CCOCC1. The product is [I:1][C:2]1[C:6]([C:7]([OH:9])=[O:8])=[CH:5][N:4]([CH2:12][O:13][CH2:14][CH2:15][Si:16]([CH3:19])([CH3:18])[CH3:17])[N:3]=1. The yield is 1.00. (5) The reactants are [CH:1]1([N:4]2[C:8]3[C:9]([O:19][C@@H:20]([C@H:22]4[CH2:26][NH:25][C:24](=[O:27])[CH2:23]4)[CH3:21])=[CH:10][C:11]([C:13]4[CH:18]=[CH:17][CH:16]=[CH:15][CH:14]=4)=[CH:12][C:7]=3[N:6]=[CH:5]2)[CH2:3][CH2:2]1.[CH3:28][N:29]1C2C(=CC(B3OC(C)(C)C(C)(C)O3)=CC=2)[N:32]([C:48]([O:50][C:51]([CH3:54])([CH3:53])[CH3:52])=[O:49])[CH2:31][CH2:30]1. No catalyst specified. The product is [CH:1]1([N:4]2[C:8]3[C:9]([O:19][C@@H:20]([C@@H:22]4[CH2:23][C:24](=[O:27])[NH:25][CH2:26]4)[CH3:21])=[CH:10][C:11]([C:13]4[CH:18]=[C:17]5[C:16]([N:29]([CH3:28])[CH2:30][CH2:31][N:32]5[C:48]([O:50][C:51]([CH3:53])([CH3:52])[CH3:54])=[O:49])=[CH:15][CH:14]=4)=[CH:12][C:7]=3[N:6]=[CH:5]2)[CH2:2][CH2:3]1. The yield is 0.456. (6) The reactants are [CH2:1]([S:4](Cl)(=[O:6])=[O:5])[CH2:2][CH3:3].CS([N:12]1[CH2:17][CH2:16][CH:15]([NH:18][C:19]([NH:21][C:22]2[CH:27]=[CH:26][C:25]([C:28]([F:31])([F:30])[F:29])=[CH:24][CH:23]=2)=[O:20])[CH2:14][CH2:13]1)(=O)=O. No catalyst specified. The product is [CH2:1]([S:4]([N:12]1[CH2:17][CH2:16][CH:15]([NH:18][C:19]([NH:21][C:22]2[CH:27]=[CH:26][C:25]([C:28]([F:29])([F:30])[F:31])=[CH:24][CH:23]=2)=[O:20])[CH2:14][CH2:13]1)(=[O:6])=[O:5])[CH2:2][CH3:3]. The yield is 0.630. (7) The reactants are [C:1]1([C:7]([CH:9]=[CH2:10])=[CH2:8])[CH:6]=[CH:5][CH:4]=[CH:3][CH:2]=1.Cl.[CH2:12]([C@@H:19]1NC(C)(C)N(C)[C:20]1=[O:27])C1C=CC=CC=1.C(C=C)=O. The catalyst is C[N+]([O-])=O.O. The product is [C:1]1([C:7]2[CH2:8][CH2:12][C@@H:19]([CH:20]=[O:27])[CH2:10][CH:9]=2)[CH:6]=[CH:5][CH:4]=[CH:3][CH:2]=1. The yield is 0.900.